This data is from Catalyst prediction with 721,799 reactions and 888 catalyst types from USPTO. The task is: Predict which catalyst facilitates the given reaction. (1) Reactant: [C:1]([O:5][C:6]([NH:8][CH2:9][C@@H:10]([CH2:14][C:15]1[CH:20]=[C:19]([Cl:21])[CH:18]=[CH:17][C:16]=1[O:22][CH3:23])[C:11](O)=[O:12])=[O:7])([CH3:4])([CH3:3])[CH3:2].C(N1C=CN=C1)([N:26]1C=CN=C1)=O.O.N. Product: [NH2:26][C:11](=[O:12])[C@H:10]([CH2:14][C:15]1[CH:20]=[C:19]([Cl:21])[CH:18]=[CH:17][C:16]=1[O:22][CH3:23])[CH2:9][NH:8][C:6](=[O:7])[O:5][C:1]([CH3:4])([CH3:3])[CH3:2]. The catalyst class is: 7. (2) Reactant: Cl[C:2]1[N:7]=[C:6]2[NH:8][CH:9]=[C:10]([C:11](=[O:21])[CH2:12][C:13]3[CH:18]=[CH:17][CH:16]=[C:15]([F:19])[C:14]=3[F:20])[C:5]2=[CH:4][CH:3]=1.[NH:22]1[CH2:26][CH2:25][CH2:24][CH2:23]1.O.Cl. Product: [F:20][C:14]1[C:15]([F:19])=[CH:16][CH:17]=[CH:18][C:13]=1[CH2:12][C:11]([C:10]1[C:5]2[C:6](=[N:7][C:2]([N:22]3[CH2:26][CH2:25][CH2:24][CH2:23]3)=[CH:3][CH:4]=2)[NH:8][CH:9]=1)=[O:21]. The catalyst class is: 37. (3) The catalyst class is: 5. Reactant: [Cl:1][C:2]1[CH:3]=[C:4]([NH:9][C:10]2[C:15]3=[C:16]([CH2:19][C:20]4([OH:27])[CH2:25][CH2:24][C:23](=O)[CH2:22][CH2:21]4)[CH:17]=[CH:18][N:14]3[N:13]=[CH:12][N:11]=2)[CH:5]=[CH:6][C:7]=1[F:8].[BH3-]C#[N:30].[Na+]. Product: [NH2:30][CH:23]1[CH2:24][CH2:25][C:20]([CH2:19][C:16]2[CH:17]=[CH:18][N:14]3[C:15]=2[C:10]([NH:9][C:4]2[CH:5]=[CH:6][C:7]([F:8])=[C:2]([Cl:1])[CH:3]=2)=[N:11][CH:12]=[N:13]3)([OH:27])[CH2:21][CH2:22]1. (4) Reactant: Cl.Cl[C:3]1[NH:4][C:5]([C:13]2[CH:18]=[CH:17][CH:16]=[CH:15][N:14]=2)=[CH:6][C:7]=1[C:8]([O:10][CH2:11][CH3:12])=[O:9]. Product: [N:14]1[CH:15]=[CH:16][CH:17]=[CH:18][C:13]=1[C:5]1[NH:4][CH:3]=[C:7]([C:8]([O:10][CH2:11][CH3:12])=[O:9])[CH:6]=1. The catalyst class is: 178. (5) Reactant: [N:1]1[C:10]2[C:5](=[CH:6][CH:7]=[CH:8][CH:9]=2)[CH:4]=[C:3]([C:11]2[CH:12]=[N:13][N:14]3[C:19]([N:20]([CH2:29][O:30][CH2:31][CH2:32][Si:33]([CH3:36])([CH3:35])[CH3:34])[CH2:21][O:22][CH2:23][CH2:24][Si:25]([CH3:28])([CH3:27])[CH3:26])=[CH:18][C:17]([CH:37]4[CH2:42][CH2:41][S:40](=[O:44])(=[O:43])[CH2:39][CH2:38]4)=[N:16][C:15]=23)[CH:2]=1.C([Sn](CCCC)(CCCC)[C:50]([O:52][CH2:53][CH3:54])=[CH2:51])CCC. Product: [N:1]1[C:10]2[C:5](=[CH:6][CH:7]=[CH:8][CH:9]=2)[CH:4]=[C:3]([C:11]2[CH:12]=[N:13][N:14]3[C:19]([N:20]([CH2:29][O:30][CH2:31][CH2:32][Si:33]([CH3:36])([CH3:35])[CH3:34])[CH2:21][O:22][CH2:23][CH2:24][Si:25]([CH3:26])([CH3:27])[CH3:28])=[C:18]([C:50]([O:52][CH2:53][CH3:54])=[CH2:51])[C:17]([CH:37]4[CH2:38][CH2:39][S:40](=[O:44])(=[O:43])[CH2:41][CH2:42]4)=[N:16][C:15]=23)[CH:2]=1. The catalyst class is: 77.